This data is from M1 muscarinic receptor agonist screen with 61,833 compounds. The task is: Binary Classification. Given a drug SMILES string, predict its activity (active/inactive) in a high-throughput screening assay against a specified biological target. (1) The compound is O1C2(OCC1)c1c(N(C2=O)CC(=O)CC(C)C)cccc1. The result is 0 (inactive). (2) The compound is Fc1ccc(N2CCN(CC2)C(=O)CS(=O)CC(=O)Nc2c(cc(cc2C)C)C)cc1. The result is 0 (inactive). (3) The drug is Clc1ccc(n2nnnc2c2ccccc2)cc1. The result is 1 (active).